Dataset: Forward reaction prediction with 1.9M reactions from USPTO patents (1976-2016). Task: Predict the product of the given reaction. Given the reactants [F:1][C:2]1[CH:7]=[CH:6][CH:5]=[C:4]([S:8]([CH3:11])(=[O:10])=[O:9])[C:3]=1F.[NH2:13][C:14]1[CH:19]=[N:18][CH:17]=[CH:16][N:15]=1.Cl[C:21]1[C:30]2[C:25](=[CH:26][CH:27]=[C:28]([OH:31])[CH:29]=2)[N:24]=[CH:23][N:22]=1, predict the reaction product. The product is: [F:1][C:2]1[CH:7]=[CH:6][CH:5]=[C:4]([S:8]([CH3:11])(=[O:10])=[O:9])[C:3]=1[O:31][C:28]1[CH:29]=[C:30]2[C:25](=[CH:26][CH:27]=1)[N:24]=[CH:23][N:22]=[C:21]2[NH:13][C:14]1[CH:19]=[N:18][CH:17]=[CH:16][N:15]=1.